From a dataset of Catalyst prediction with 721,799 reactions and 888 catalyst types from USPTO. Predict which catalyst facilitates the given reaction. (1) Reactant: [H-].[H-].[H-].[H-].[Li+].[Al+3].[F:7][C:8]1[CH:13]=[CH:12][C:11]([C:14]2[NH:18][C:17](/[CH:19]=[CH:20]/[C:21]3[CH:26]=[CH:25][C:24]([N:27]4[CH:31]=[C:30]([CH3:32])[N:29]=[CH:28]4)=[C:23]([O:33][CH3:34])[CH:22]=3)=[N:16][C:15]=2[C:35](OC)=[O:36])=[CH:10][CH:9]=1.C(OCC)(=O)C. Product: [F:7][C:8]1[CH:9]=[CH:10][C:11]([C:14]2[NH:18][C:17](/[CH:19]=[CH:20]/[C:21]3[CH:26]=[CH:25][C:24]([N:27]4[CH:31]=[C:30]([CH3:32])[N:29]=[CH:28]4)=[C:23]([O:33][CH3:34])[CH:22]=3)=[N:16][C:15]=2[CH2:35][OH:36])=[CH:12][CH:13]=1. The catalyst class is: 220. (2) Reactant: [C:1]1([Si:7]([C:13]2[CH:18]=[CH:17][CH:16]=[CH:15][CH:14]=2)([CH3:12])[O:8][SiH:9]([CH3:11])[CH3:10])[CH:6]=[CH:5][CH:4]=[CH:3][CH:2]=1.C([Si](C)(C)O[Si](C)(C)C=C)=C.[CH2:30]([Si:33]([O:38][CH3:39])([O:36][CH3:37])[O:34][CH3:35])[CH:31]=[CH2:32]. Product: [CH3:12][Si:7]([O:8][Si:9]([CH2:32][CH2:31][CH2:30][Si:33]([O:38][CH3:39])([O:36][CH3:37])[O:34][CH3:35])([CH3:10])[CH3:11])([C:13]1[CH:18]=[CH:17][CH:16]=[CH:15][CH:14]=1)[C:1]1[CH:2]=[CH:3][CH:4]=[CH:5][CH:6]=1. The catalyst class is: 553.